From a dataset of Catalyst prediction with 721,799 reactions and 888 catalyst types from USPTO. Predict which catalyst facilitates the given reaction. (1) Reactant: [NH2:1][CH2:2][C:3]1[CH:34]=[CH:33][C:6]([C:7]([NH:9][C@@H:10]([CH2:14][CH2:15][CH2:16][CH2:17][N:18]([CH2:26][C:27]2[CH:32]=[CH:31][CH:30]=[CH:29][N:28]=2)C(OC(C)(C)C)=O)[C:11]([OH:13])=[O:12])=[O:8])=[CH:5][CH:4]=1.[N+:35]([O-])([O-])=O.C([N:41]([CH2:44]C)CC)C. Product: [NH:1]([CH2:2][C:3]1[CH:4]=[CH:5][C:6]([C:7]([NH:9][C@@H:10]([CH2:14][CH2:15][CH2:16][CH2:17][NH:18][CH2:26][C:27]2[CH:32]=[CH:31][CH:30]=[CH:29][N:28]=2)[C:11]([OH:13])=[O:12])=[O:8])=[CH:33][CH:34]=1)[C:44]([NH2:41])=[NH:35]. The catalyst class is: 3. (2) Reactant: [F-].[Cs+].[CH2:3]([OH:13])[CH2:4][CH2:5][CH2:6][CH2:7][CH2:8][CH2:9][CH2:10][CH2:11][CH3:12].C[Si](C)(C)[C:16]#[C:17]/[CH:18]=[CH:19]\[C:20]1[CH:25]=[CH:24][CH:23]=[CH:22][N:21]=1. Product: [CH2:3]([O:13][CH2:16][C:17]1[N:21]2[C:20]([CH:25]=[CH:24][CH:23]=[CH:22]2)=[CH:19][CH:18]=1)[CH2:4][CH2:5][CH2:6][CH2:7][CH2:8][CH2:9][CH2:10][CH2:11][CH3:12]. The catalyst class is: 11.